From a dataset of Forward reaction prediction with 1.9M reactions from USPTO patents (1976-2016). Predict the product of the given reaction. (1) Given the reactants [C:1]([C:3]1[CH:8]=[CH:7][C:6]([C:9]2[CH:10]=[N:11][N:12]([C:15]3[CH:23]=[CH:22][C:18]([C:19]([OH:21])=O)=[CH:17][N:16]=3)[C:13]=2[OH:14])=[C:5]([CH3:24])[CH:4]=1)#[N:2].[CH:25]1([C@H:28]([NH2:30])[CH3:29])[CH2:27][CH2:26]1, predict the reaction product. The product is: [C:1]([C:3]1[CH:8]=[CH:7][C:6]([C:9]2[CH:10]=[N:11][N:12]([C:15]3[CH:23]=[CH:22][C:18]([C:19]([NH:30][C@@H:28]([CH:25]4[CH2:27][CH2:26]4)[CH3:29])=[O:21])=[CH:17][N:16]=3)[C:13]=2[OH:14])=[C:5]([CH3:24])[CH:4]=1)#[N:2]. (2) The product is: [CH:1]1([CH2:6][CH:7]([C:16]2[CH:21]=[CH:20][C:19]([S:22][CH2:24][CH2:25][C:26]([OH:28])=[O:27])=[N:18][CH:17]=2)[C:8](=[O:9])[NH:10][C:11]2[S:12][CH:13]=[CH:14][N:15]=2)[CH2:5][CH2:4][CH2:3][CH2:2]1. Given the reactants [CH:1]1([CH2:6][CH:7]([C:16]2[CH:17]=[N:18][C:19]([SH:22])=[CH:20][CH:21]=2)[C:8]([NH:10][C:11]2[S:12][CH:13]=[CH:14][N:15]=2)=[O:9])[CH2:5][CH2:4][CH2:3][CH2:2]1.I[CH2:24][CH2:25][C:26]([OH:28])=[O:27], predict the reaction product. (3) Given the reactants [Cl:1][C:2]1[C:10]([N:11]=[C:12]2[CH2:17][CH2:16][CH2:15][CH2:14][S:13]2=[O:18])=[C:9]([O:19][CH3:20])[CH:8]=[CH:7][C:3]=1[C:4]([OH:6])=O.C(Cl)(Cl)Cl.[C:25](N1C=CN=C1)(N1C=CN=C1)=O.C[N:38]1[CH:42]=[CH:41][C:40](=[O:43])[NH:39]1, predict the reaction product. The product is: [Cl:1][C:2]1[C:10]([N:11]=[C:12]2[CH2:17][CH2:16][CH2:15][CH2:14][S:13]2=[O:18])=[C:9]([O:19][CH3:20])[CH:8]=[CH:7][C:3]=1[C:4]([C:41]1[CH:42]=[N:38][N:39]([CH3:25])[C:40]=1[OH:43])=[O:6]. (4) Given the reactants [F:1][C:2]([F:11])([F:10])[C:3]1([C:7](O)=O)[CH2:6][CH2:5][CH2:4]1.[NH2:12][NH:13][C:14]([NH2:16])=[S:15].P(Cl)(Cl)(Cl)=O, predict the reaction product. The product is: [F:1][C:2]([F:11])([F:10])[C:3]1([C:7]2[S:15][C:14]([NH2:16])=[N:13][N:12]=2)[CH2:6][CH2:5][CH2:4]1. (5) Given the reactants [OH:1][CH2:2][C:3]1[CH:8]=[C:7]([O:9][CH3:10])[CH:6]=[C:5]([N:11]=[N:12][C:13]2[CH:18]=[CH:17][C:16]([O:19][CH3:20])=[CH:15][C:14]=2[N+:21]([O-])=O)[C:4]=1[OH:24].[OH-].[Na+].C(S(O)=O)(N)=N.Cl, predict the reaction product. The product is: [OH:1][CH2:2][C:3]1[CH:8]=[C:7]([O:9][CH3:10])[CH:6]=[C:5]([N:11]2[N:12]=[C:13]3[CH:18]=[CH:17][C:16]([O:19][CH3:20])=[CH:15][C:14]3=[N:21]2)[C:4]=1[OH:24]. (6) Given the reactants [NH2:1][C:2]1[CH:3]=[C:4]([C:8]2[N:13]3[N:14]=[CH:15][C:16]([C:17]([C:19]4[S:20][CH:21]=[CH:22][CH:23]=4)=[O:18])=[C:12]3[N:11]=[CH:10][CH:9]=2)[CH:5]=[CH:6][CH:7]=1.[CH:24](=O)/[CH:25]=[CH:26]/[CH3:27], predict the reaction product. The product is: [CH2:24]([NH:1][C:2]1[CH:3]=[C:4]([C:8]2[N:13]3[N:14]=[CH:15][C:16]([C:17]([C:19]4[S:20][CH:21]=[CH:22][CH:23]=4)=[O:18])=[C:12]3[N:11]=[CH:10][CH:9]=2)[CH:5]=[CH:6][CH:7]=1)/[CH:25]=[CH:26]/[CH3:27]. (7) The product is: [CH:1]12[CH2:9][CH2:8][CH:5]([CH2:6][CH2:7]1)[CH2:4][N:3]([CH2:10][C:33]([C:34]1[CH:24]=[CH:25][CH:26]=[C:27]([CH3:28])[C:22]=1[NH2:21])=[O:32])[CH2:2]2. Given the reactants [CH:1]12[CH2:9][CH2:8][CH:5]([CH2:6][CH2:7]1)[CH2:4][NH:3][CH2:2]2.[CH2:10](N(CC)CC)C.ClCC([NH:21][C:22]1[C:27]([CH3:28])=[CH:26][CH:25]=[CH:24]C=1)=O.C([O:32][CH2:33][CH3:34])(=O)C, predict the reaction product. (8) Given the reactants [CH2:1]([NH:8][C:9]1[CH:14]=[CH:13][C:12]([CH2:15][CH2:16][CH2:17][CH2:18][CH2:19][CH2:20][CH2:21][CH3:22])=[CH:11][CH:10]=1)[C:2]1[CH:7]=[CH:6][CH:5]=[CH:4][CH:3]=1.[CH:23]([C:26]1[CH:31]=[CH:30][CH:29]=[C:28]([CH:32]([CH3:34])[CH3:33])[C:27]=1[N:35]=[C:36]=[O:37])([CH3:25])[CH3:24], predict the reaction product. The product is: [CH2:1]([N:8]([C:9]1[CH:10]=[CH:11][C:12]([CH2:15][CH2:16][CH2:17][CH2:18][CH2:19][CH2:20][CH2:21][CH3:22])=[CH:13][CH:14]=1)[C:36]([NH:35][C:27]1[C:26]([CH:23]([CH3:24])[CH3:25])=[CH:31][CH:30]=[CH:29][C:28]=1[CH:32]([CH3:34])[CH3:33])=[O:37])[C:2]1[CH:3]=[CH:4][CH:5]=[CH:6][CH:7]=1. (9) Given the reactants Cl[CH:2]([C:12]1[CH:17]=[CH:16][C:15]([S:18]([C:21]2[CH:26]=[CH:25][CH:24]=[CH:23][CH:22]=2)(=[O:20])=[O:19])=[CH:14][N:13]=1)[CH2:3][C:4]1[CH:9]=[CH:8][C:7]([F:10])=[CH:6][C:5]=1[F:11].[OH-:27].[K+].[CH3:29]O, predict the reaction product. The product is: [F:11][C:5]1[CH:6]=[C:7]([F:10])[CH:8]=[CH:9][C:4]=1[CH2:3][CH2:2][C:12]1[N:13]=[C:14]([O:27][CH3:29])[C:15]([S:18]([C:21]2[CH:26]=[CH:25][CH:24]=[CH:23][CH:22]=2)(=[O:20])=[O:19])=[CH:16][CH:17]=1. (10) The product is: [Si:21]([O:20][CH2:19][C:17]1[C:16]([F:28])=[CH:15][N:14]=[C:13]([CH:11]2[CH2:10][CH:9]([OH:8])[CH2:12]2)[CH:18]=1)([C:24]([CH3:27])([CH3:26])[CH3:25])([CH3:23])[CH3:22]. Given the reactants C([O:8][CH:9]1[CH2:12][CH:11]([C:13]2[CH:18]=[C:17]([CH2:19][O:20][Si:21]([C:24]([CH3:27])([CH3:26])[CH3:25])([CH3:23])[CH3:22])[C:16]([F:28])=[CH:15][N:14]=2)[CH2:10]1)C1C=CC=CC=1, predict the reaction product.